Dataset: Full USPTO retrosynthesis dataset with 1.9M reactions from patents (1976-2016). Task: Predict the reactants needed to synthesize the given product. (1) Given the product [Cl:1][CH2:2][Cl:3].[CH3:16][OH:17].[NH3:14].[N:18]1([C:16]([C@@H:15]2[CH2:7][O:6][C:5](=[O:11])[NH:14]2)=[O:17])[CH2:23][CH2:22][O:21][CH2:20][CH2:19]1, predict the reactants needed to synthesize it. The reactants are: [Cl:1][C:2](Cl)(O[C:5](=[O:11])[O:6][C:7](Cl)(Cl)Cl)[Cl:3].Cl.[NH2:14][C@@H:15](CO)[C:16]([N:18]1[CH2:23][CH2:22][O:21][CH2:20][CH2:19]1)=[O:17].C(N(C(C)C)CC)(C)C.O. (2) Given the product [Cl:1][C:2]1[CH:7]=[CH:6][C:5]([C:8]2[CH:9]=[C:10]([OH:11])[NH:19][N:18]=2)=[C:4]([F:16])[CH:3]=1, predict the reactants needed to synthesize it. The reactants are: [Cl:1][C:2]1[CH:7]=[CH:6][C:5]([C:8](=O)[CH2:9][C:10](OCC)=[O:11])=[C:4]([F:16])[CH:3]=1.O.[NH2:18][NH2:19]. (3) The reactants are: [NH:1]1[CH2:6][CH2:5][CH2:4][CH2:3][CH2:2]1.[CH2:7]=O.[CH3:9][O:10][C:11]1[CH:16]=[C:15]([CH:17]=[O:18])[CH:14]=[CH:13][C:12]=1[OH:19]. Given the product [OH:19][C:12]1[C:13]([CH2:7][N:1]2[CH2:6][CH2:5][CH2:4][CH2:3][CH2:2]2)=[CH:14][C:15]([CH:17]=[O:18])=[CH:16][C:11]=1[O:10][CH3:9], predict the reactants needed to synthesize it.